From a dataset of Full USPTO retrosynthesis dataset with 1.9M reactions from patents (1976-2016). Predict the reactants needed to synthesize the given product. (1) Given the product [CH3:5][O:4][C:2]([NH:12][CH2:13][C:14]([OH:16])=[O:15])=[O:3], predict the reactants needed to synthesize it. The reactants are: Cl[C:2]([O:4][CH3:5])=[O:3].C([O-])([O-])=O.[Na+].[Na+].[NH2:12][CH2:13][C:14]([OH:16])=[O:15].[OH-].[Na+]. (2) The reactants are: [Br:1][C:2]1[CH:3]=[C:4]([CH:8]([C:19]2[CH:24]=[CH:23][CH:22]=[CH:21][C:20]=2[CH3:25])[CH2:9][C:10]([C:12]2[CH:13]=[N:14][CH:15]=[C:16]([Br:18])[CH:17]=2)=O)[CH:5]=[CH:6][CH:7]=1.Cl.[NH2:27][OH:28].C([O-])(O)=O.[Na+]. Given the product [Br:1][C:2]1[CH:3]=[C:4]([CH:8]([C:19]2[CH:24]=[CH:23][CH:22]=[CH:21][C:20]=2[CH3:25])[CH2:9]/[C:10](/[C:12]2[CH:13]=[N:14][CH:15]=[C:16]([Br:18])[CH:17]=2)=[N:27]\[OH:28])[CH:5]=[CH:6][CH:7]=1, predict the reactants needed to synthesize it. (3) Given the product [CH2:6]([C:12]1[CH:16]=[C:15]([CH:17]=[O:27])[NH:14][CH:13]=1)[CH2:7][CH2:8][CH3:9], predict the reactants needed to synthesize it. The reactants are: [Li]C(C)(C)C.[CH3:6][CH2:7][CH2:8][CH2:9]C.Br[C:12]1[CH:13]=[N:14][C:15](=[CH:17]N(C)C)[CH:16]=1.ICCCC.C([O-])(O)=[O:27].[Na+]. (4) Given the product [CH:1]1([C:7]2[C:15]3[CH:10]=[CH:11][C:12]([C:16]([O:18][CH3:19])=[O:17])=[CH:13][C:14]=3[N:9]3[CH2:20][C:21](=[O:23])[N:31]([CH2:32][CH2:33][N:34]([CH3:36])[CH3:35])[CH2:30][C:25]4[CH:26]=[CH:27][CH:28]=[CH:29][C:24]=4[C:8]=23)[CH2:6][CH2:5][CH2:4][CH2:3][CH2:2]1, predict the reactants needed to synthesize it. The reactants are: [CH:1]1([C:7]2[C:15]3[C:10](=[CH:11][C:12]([C:16]([O:18][CH3:19])=[O:17])=[CH:13][CH:14]=3)[N:9]([CH2:20][C:21]([OH:23])=O)[C:8]=2[C:24]2[CH:29]=[CH:28][CH:27]=[CH:26][C:25]=2[CH2:30][NH:31][CH2:32][CH2:33][N:34]([CH3:36])[CH3:35])[CH2:6][CH2:5][CH2:4][CH2:3][CH2:2]1.CCN(C(C)C)C(C)C.CN(C(ON1N=NC2C=CC=NC1=2)=[N+](C)C)C.F[P-](F)(F)(F)(F)F.